This data is from Forward reaction prediction with 1.9M reactions from USPTO patents (1976-2016). The task is: Predict the product of the given reaction. (1) Given the reactants [OH:1][C:2]1[CH:14]=[CH:13][C:5]([NH:6][C:7]2[CH:12]=[CH:11][CH:10]=[CH:9][CH:8]=2)=[CH:4][CH:3]=1.C([O-])([O-])=O.[Cs+].[Cs+].[CH2:21](Br)[C:22]1[CH:27]=[CH:26][CH:25]=[CH:24][CH:23]=1, predict the reaction product. The product is: [CH2:21]([O:1][C:2]1[CH:14]=[CH:13][C:5]([NH:6][C:7]2[CH:12]=[CH:11][CH:10]=[CH:9][CH:8]=2)=[CH:4][CH:3]=1)[C:22]1[CH:27]=[CH:26][CH:25]=[CH:24][CH:23]=1. (2) The product is: [F:1][C:2]1[C:7]([O:8][CH3:9])=[CH:6][CH:5]=[CH:4][C:3]=1[N:10]1[C:15](=[O:16])[C:14]2=[C:17]([CH3:29])[N:18]([C:20]3[CH:25]=[CH:24][C:23]([N+:26]([O-:28])=[O:27])=[CH:22][CH:21]=3)[N:19]=[C:13]2[N:12]([CH2:32][C:33]2[C:38]([C:39]([F:40])([F:42])[F:41])=[CH:37][CH:36]=[CH:35][C:34]=2[F:43])[C:11]1=[O:30]. Given the reactants [F:1][C:2]1[C:7]([O:8][CH3:9])=[CH:6][CH:5]=[CH:4][C:3]=1[N:10]1[C:15](=[O:16])[C:14]2=[C:17]([CH3:29])[N:18]([C:20]3[CH:25]=[CH:24][C:23]([N+:26]([O-:28])=[O:27])=[CH:22][CH:21]=3)[N:19]=[C:13]2[NH:12][C:11]1=[O:30].Br[CH2:32][C:33]1[C:38]([C:39]([F:42])([F:41])[F:40])=[CH:37][CH:36]=[CH:35][C:34]=1[F:43].[I-].[K+].C(=O)([O-])[O-].[K+].[K+], predict the reaction product. (3) Given the reactants [C:1]([O:5][C:6]([N:8]1[CH2:13][CH2:12][C:11]([CH3:17])([C:14]([OH:16])=O)[CH2:10][CH2:9]1)=[O:7])([CH3:4])([CH3:3])[CH3:2].N1C=CC=CC=1.C(Cl)(=O)C(Cl)=O.[NH2:30][C:31]1[CH:32]=[C:33]([S:37]([NH2:40])(=[O:39])=[O:38])[CH:34]=[CH:35][CH:36]=1, predict the reaction product. The product is: [CH3:17][C:11]1([C:14](=[O:16])[NH:30][C:31]2[CH:36]=[CH:35][CH:34]=[C:33]([S:37](=[O:39])(=[O:38])[NH2:40])[CH:32]=2)[CH2:10][CH2:9][N:8]([C:6]([O:5][C:1]([CH3:2])([CH3:3])[CH3:4])=[O:7])[CH2:13][CH2:12]1. (4) Given the reactants [CH3:1][S:2]([NH:5][CH2:6][C:7]1[CH:8]=[C:9]([C:18]([O:20][CH2:21]C)=[O:19])[CH:10]=[C:11]([CH:17]=1)[C:12]([O:14]CC)=[O:13])(=[O:4])=[O:3].[OH-].[Na+], predict the reaction product. The product is: [CH3:21][O:20][C:18]([C:9]1[CH:10]=[C:11]([CH:17]=[C:7]([CH2:6][NH:5][S:2]([CH3:1])(=[O:4])=[O:3])[CH:8]=1)[C:12]([OH:14])=[O:13])=[O:19]. (5) Given the reactants [N:1]1([C:7]2[N:12]=[CH:11][C:10]([NH2:13])=[CH:9][CH:8]=2)[CH2:6][CH2:5][O:4][CH2:3][CH2:2]1.Cl[C:15]1[N:20]=[C:19]([C:21]2[S:25][C:24]([NH:26][CH2:27][CH3:28])=[N:23][C:22]=2[C:29]2[CH:34]=[CH:33][CH:32]=[C:31]([N:35]([CH3:37])[CH3:36])[CH:30]=2)[CH:18]=[CH:17][N:16]=1, predict the reaction product. The product is: [CH3:36][N:35]([CH3:37])[C:31]1[CH:30]=[C:29]([C:22]2[N:23]=[C:24]([NH:26][CH2:27][CH3:28])[S:25][C:21]=2[C:19]2[CH:18]=[CH:17][N:16]=[C:15]([NH:13][C:10]3[CH:11]=[N:12][C:7]([N:1]4[CH2:6][CH2:5][O:4][CH2:3][CH2:2]4)=[CH:8][CH:9]=3)[N:20]=2)[CH:34]=[CH:33][CH:32]=1. (6) The product is: [Cl:18][C:15]1[CH:14]=[CH:13][C:12]([C:9]2[CH:10]=[C:11]3[C:6](=[N:7][C:8]=2[C:19]2[CH:24]=[CH:23][C:22]([Cl:25])=[CH:21][C:20]=2[Cl:26])[N:5]([CH3:27])[C:4](=[O:28])[C:3]([CH3:29])=[C:2]3[NH:1][C:32](=[O:34])[CH3:33])=[CH:17][CH:16]=1. Given the reactants [NH2:1][C:2]1[C:11]2[C:6](=[N:7][C:8]([C:19]3[CH:24]=[CH:23][C:22]([Cl:25])=[CH:21][C:20]=3[Cl:26])=[C:9]([C:12]3[CH:17]=[CH:16][C:15]([Cl:18])=[CH:14][CH:13]=3)[CH:10]=2)[N:5]([CH3:27])[C:4](=[O:28])[C:3]=1[CH3:29].[H-].[Na+].[C:32](Cl)(=[O:34])[CH3:33].CCN(CC)CC, predict the reaction product. (7) Given the reactants [CH3:1][O:2][C:3](=[O:16])[C@H:4]([CH2:6][NH:7][C:8](=[O:15])[C:9]1[CH:14]=[CH:13][CH:12]=[CH:11][CH:10]=1)[NH2:5].[Cl:17][C:18]1[CH:26]=[C:25]([C:27]([NH:29][CH2:30][C:31]2[CH:39]=[CH:38][CH:37]=[C:36]3[C:32]=2[CH:33]=[CH:34][NH:35]3)=[O:28])[CH:24]=[CH:23][C:19]=1[C:20](O)=[O:21].C1C=CC2N(O)N=NC=2C=1.CCN=C=NCCCN(C)C.Cl, predict the reaction product. The product is: [CH3:1][O:2][C:3](=[O:16])[C@H:4]([CH2:6][NH:7][C:8](=[O:15])[C:9]1[CH:14]=[CH:13][CH:12]=[CH:11][CH:10]=1)[NH:5][C:20](=[O:21])[C:19]1[CH:23]=[CH:24][C:25]([C:27]([NH:29][CH2:30][C:31]2[CH:39]=[CH:38][CH:37]=[C:36]3[C:32]=2[CH:33]=[CH:34][NH:35]3)=[O:28])=[CH:26][C:18]=1[Cl:17].